This data is from Full USPTO retrosynthesis dataset with 1.9M reactions from patents (1976-2016). The task is: Predict the reactants needed to synthesize the given product. (1) Given the product [C:42]([O:41][C:40]([NH:39][C:25]1[CH:26]=[CH:27][C:28]([C:7]2[CH2:12][CH2:11][N:10]([C:13]([O:15][C:16]([CH3:19])([CH3:18])[CH3:17])=[O:14])[CH2:9][CH:8]=2)=[CH:29][C:24]=1[O:23][CH3:22])=[O:46])([CH3:45])([CH3:44])[CH3:43], predict the reactants needed to synthesize it. The reactants are: FC(F)(F)S(O[C:7]1[CH2:12][CH2:11][N:10]([C:13]([O:15][C:16]([CH3:19])([CH3:18])[CH3:17])=[O:14])[CH2:9][CH:8]=1)(=O)=O.[CH3:22][O:23][C:24]1[CH:29]=[C:28](B2OC(C)(C)C(C)(C)O2)[CH:27]=[CH:26][C:25]=1[NH:39][C:40](=[O:46])[O:41][C:42]([CH3:45])([CH3:44])[CH3:43].C(=O)(O)[O-].[Na+]. (2) Given the product [NH2:1][C:4]1[CH:20]=[CH:19][C:7]2[CH2:8][CH2:9][N:10]([C:13](=[O:18])[C:14]([F:17])([F:15])[F:16])[CH2:11][CH2:12][C:6]=2[CH:5]=1, predict the reactants needed to synthesize it. The reactants are: [N+:1]([C:4]1[CH:20]=[CH:19][C:7]2[CH2:8][CH2:9][N:10]([C:13](=[O:18])[C:14]([F:17])([F:16])[F:15])[CH2:11][CH2:12][C:6]=2[CH:5]=1)([O-])=O.[NH2:1][C:4]1[CH:20]=[CH:19][C:7]2[CH2:8][CH2:9][N:10]([C:13](=[O:18])[C:14]([F:17])([F:15])[F:16])[CH2:11][CH2:12][C:6]=2[CH:5]=1.[H][H]. (3) Given the product [Cl:31][C:29]1[CH:28]=[C:25]([CH:24]=[C:23]([NH:22][CH2:38][C:37]2[CH:32]=[CH:33][C:34]3[O:42][C:41]([F:44])([F:43])[O:40][C:35]=3[CH:36]=2)[CH:30]=1)[C:26]#[N:27], predict the reactants needed to synthesize it. The reactants are: O1C2C=CC(CNC3C=C(C=CC=3F)C#N)=CC=2OCC1.[NH2:22][C:23]1[CH:24]=[C:25]([CH:28]=[C:29]([Cl:31])[CH:30]=1)[C:26]#[N:27].[CH:32]1[C:37]([CH:38]=O)=[CH:36][C:35]2[O:40][C:41]([F:44])([F:43])[O:42][C:34]=2[CH:33]=1. (4) Given the product [Cl:29][C:30]1[CH:31]=[CH:32][C:33]([CH3:40])=[C:34]([CH2:36][C@@H:37]([NH:39][C:2]2[CH:7]=[CH:6][NH:5][C:4](=[O:8])[C:3]=2[C:9]2[NH:10][C:11]3[C:12]([N:28]=2)=[CH:13][C:14]2[CH2:15][N:16]([CH2:21][CH2:22][N:23]4[CH2:24][CH2:25][CH2:26][CH2:27]4)[C:17](=[O:20])[C:18]=2[CH:19]=3)[CH3:38])[CH:35]=1, predict the reactants needed to synthesize it. The reactants are: Cl[C:2]1[CH:7]=[CH:6][NH:5][C:4](=[O:8])[C:3]=1[C:9]1[NH:10][C:11]2[C:12]([N:28]=1)=[CH:13][C:14]1[CH2:15][N:16]([CH2:21][CH2:22][N:23]3[CH2:27][CH2:26][CH2:25][CH2:24]3)[C:17](=[O:20])[C:18]=1[CH:19]=2.[Cl:29][C:30]1[CH:31]=[CH:32][C:33]([CH3:40])=[C:34]([CH2:36][C@@H:37]([NH2:39])[CH3:38])[CH:35]=1.CCN(C(C)C)C(C)C. (5) Given the product [CH3:1][N:2]([CH3:18])[C:3]([C:5]1[S:6][C:7]2[N:8]=[CH:9][N:10]=[C:11]([NH:32][C:24]3[CH:25]=[C:26]4[C:30](=[CH:31][C:23]=3[O:22][CH:19]([CH3:21])[CH3:20])[NH:29][N:28]=[CH:27]4)[C:12]=2[N:13]=1)=[O:4], predict the reactants needed to synthesize it. The reactants are: [CH3:1][N:2]([CH3:18])[C:3]([C:5]1[S:6][C:7]2[N:8]=[CH:9][N:10]=[C:11](S(C)(=O)=O)[C:12]=2[N:13]=1)=[O:4].[CH:19]([O:22][C:23]1[CH:31]=[C:30]2[C:26]([CH:27]=[N:28][NH:29]2)=[CH:25][C:24]=1[NH2:32])([CH3:21])[CH3:20]. (6) Given the product [CH3:1][NH:2][CH2:3][C:19]1[N:18]=[C:16]2[NH:17][CH:12]=[N:13][CH:14]=[C:15]2[CH:20]=1, predict the reactants needed to synthesize it. The reactants are: [CH3:1][NH2:2].[CH2:3]=O.C(N[C:12]1[NH:17][C:16]2=[N:18][CH:19]=[CH:20][C:15]2=[C:14](O)[N:13]=1)(=O)C(C)(C)C.C(Cl)(Cl)Cl.CO. (7) Given the product [NH2:26][C:24]1[N:25]=[C:20]([C:18]2[N:1]=[N:2][N:3]([CH:6]([C:8]3[CH:17]=[CH:16][C:11]([C:12]([O:14][CH3:15])=[O:13])=[CH:10][CH:9]=3)[CH3:7])[CH:19]=2)[CH:21]=[C:22]([CH3:27])[CH:23]=1, predict the reactants needed to synthesize it. The reactants are: [N-:1]=[N+:2]=[N-:3].[Na+].Br[CH:6]([C:8]1[CH:17]=[CH:16][C:11]([C:12]([O:14][CH3:15])=[O:13])=[CH:10][CH:9]=1)[CH3:7].[C:18]([C:20]1[N:25]=[C:24]([NH2:26])[CH:23]=[C:22]([CH3:27])[CH:21]=1)#[CH:19].O=C1O[C@H]([C@H](CO)O)C([O-])=C1O.[Na+]. (8) Given the product [ClH:12].[OH:1][C@H:2]1[CH2:6][NH:5][C@H:4]([C:7]([O:9][CH3:14])=[O:8])[CH2:3]1, predict the reactants needed to synthesize it. The reactants are: [OH:1][C@H:2]1[CH2:6][NH:5][C@H:4]([C:7]([OH:9])=[O:8])[CH2:3]1.O=S(Cl)[Cl:12].[CH3:14]O.